This data is from Forward reaction prediction with 1.9M reactions from USPTO patents (1976-2016). The task is: Predict the product of the given reaction. (1) Given the reactants [C:1]1(=[C:6]([C:22]2[CH:27]=[CH:26][C:25]([OH:28])=[CH:24][CH:23]=2)[C:7]2[CH:12]=[CH:11][C:10](/[CH:13]=[CH:14]/[C:15]([O:17]C(C)(C)C)=[O:16])=[CH:9][CH:8]=2)[CH2:5][CH2:4][CH2:3][CH2:2]1.FC(F)(F)C(O)=O, predict the reaction product. The product is: [C:1]1(=[C:6]([C:22]2[CH:27]=[CH:26][C:25]([OH:28])=[CH:24][CH:23]=2)[C:7]2[CH:12]=[CH:11][C:10](/[CH:13]=[CH:14]/[C:15]([OH:17])=[O:16])=[CH:9][CH:8]=2)[CH2:5][CH2:4][CH2:3][CH2:2]1. (2) Given the reactants [NH:1]1[CH:5]=[C:4]([C:6]2[CH:22]=[CH:21][C:9]3[C:10]4[N:11]=[C:12]([C:18]([OH:20])=O)[S:13][C:14]=4[CH2:15][CH2:16][O:17][C:8]=3[CH:7]=2)[CH:3]=[N:2]1.[CH3:23][N:24]([CH3:31])[CH:25]1[CH2:30][CH2:29][NH:28][CH2:27][CH2:26]1, predict the reaction product. The product is: [CH3:23][N:24]([CH3:31])[CH:25]1[CH2:30][CH2:29][N:28]([C:18]([C:12]2[S:13][C:14]3[CH2:15][CH2:16][O:17][C:8]4[CH:7]=[C:6]([C:4]5[CH:5]=[N:1][NH:2][CH:3]=5)[CH:22]=[CH:21][C:9]=4[C:10]=3[N:11]=2)=[O:20])[CH2:27][CH2:26]1. (3) Given the reactants S(=O)(=O)(O)O.[Br:6][C:7]1[CH:24]=[CH:23][C:10]([O:11][C:12]2[CH:20]=[CH:19][C:18]([O:21][CH3:22])=[CH:17][C:13]=2[C:14]([OH:16])=O)=[CH:9][CH:8]=1, predict the reaction product. The product is: [Br:6][C:7]1[CH:8]=[CH:9][C:10]2[O:11][C:12]3[C:13](=[CH:17][C:18]([O:21][CH3:22])=[CH:19][CH:20]=3)[C:14](=[O:16])[C:23]=2[CH:24]=1.